Dataset: Forward reaction prediction with 1.9M reactions from USPTO patents (1976-2016). Task: Predict the product of the given reaction. (1) Given the reactants Br[C:2]1[CH:3]=[C:4]([C:9]([OH:11])=O)[CH:5]=[N:6][C:7]=1Cl.[OH:12][CH2:13][CH:14]1[CH2:16][CH2:15]1.[F:17][C:18]([F:30])([F:29])[O:19][C:20]1[CH:25]=[CH:24][C:23](B(O)O)=[CH:22][CH:21]=1.Cl.[NH2:32][CH2:33][C@H:34]1[CH2:39][CH2:38][CH2:37][CH2:36][C@H:35]1[OH:40], predict the reaction product. The product is: [CH:14]1([CH2:13][O:12][C:7]2[C:2]([C:23]3[CH:24]=[CH:25][C:20]([O:19][C:18]([F:30])([F:29])[F:17])=[CH:21][CH:22]=3)=[CH:3][C:4]([C:9]([NH:32][CH2:33][CH:34]3[CH2:39][CH2:38][CH2:37][CH2:36][CH:35]3[OH:40])=[O:11])=[CH:5][N:6]=2)[CH2:16][CH2:15]1. (2) Given the reactants [CH2:1]([N:3]([CH2:19][C:20]1[CH:25]=[CH:24][C:23]([O:26][CH3:27])=[CH:22][CH:21]=1)[C:4]1[C:9]2=[N:10][CH:11]=[C:12]([C:13]#[N:14])[N:8]2[N:7]=[C:6](S(C)(=O)=O)[N:5]=1)[CH3:2].[CH3:28][O:29][C:30](=[O:49])[NH:31][C@@H:32]1[CH2:37][CH2:36][N:35]([C:38]2[CH:43]=[C:42]([C:44]#[N:45])[CH:41]=[C:40]([NH2:46])[C:39]=2[F:47])[CH2:34][C@H:33]1[OH:48].C([O-])([O-])=O.[Cs+].[Cs+].CC1(C)C2C(=C(P(C3C=CC=CC=3)C3C=CC=CC=3)C=CC=2)OC2C(P(C3C=CC=CC=3)C3C=CC=CC=3)=CC=CC1=2, predict the reaction product. The product is: [CH3:28][O:29][C:30](=[O:49])[NH:31][C@@H:32]1[CH2:37][CH2:36][N:35]([C:38]2[CH:43]=[C:42]([C:44]#[N:45])[CH:41]=[C:40]([NH:46][C:6]3[N:5]=[C:4]([N:3]([CH2:1][CH3:2])[CH2:19][C:20]4[CH:25]=[CH:24][C:23]([O:26][CH3:27])=[CH:22][CH:21]=4)[C:9]4=[N:10][CH:11]=[C:12]([C:13]#[N:14])[N:8]4[N:7]=3)[C:39]=2[F:47])[CH2:34][C@H:33]1[OH:48]. (3) Given the reactants Br[C:2]1[CH:7]=[CH:6][C:5]([F:8])=[C:4]([F:9])[C:3]=1[CH3:10].[Cu](C#N)[C:12]#[N:13], predict the reaction product. The product is: [F:9][C:4]1[C:3]([CH3:10])=[C:2]([CH:7]=[CH:6][C:5]=1[F:8])[C:12]#[N:13]. (4) The product is: [C:22](=[O:23])([O:24][C:25]1[CH:30]=[CH:29][C:28]([N+:31]([O-:33])=[O:32])=[CH:27][C:26]=1[N:11]1[CH2:12][CH2:13][CH:8]([CH2:1][C:2]2[CH:7]=[CH:6][CH:5]=[CH:4][CH:3]=2)[CH2:9][CH2:10]1)[NH2:16]. Given the reactants [CH2:1]([CH:8]1[CH2:13][CH2:12][NH:11][CH2:10][CH2:9]1)[C:2]1[CH:7]=[CH:6][CH:5]=[CH:4][CH:3]=1.C([N:16](CC)CC)C.Cl[C:22]([O:24][C:25]1[CH:30]=[CH:29][C:28]([N+:31]([O-:33])=[O:32])=[CH:27][CH:26]=1)=[O:23].O, predict the reaction product. (5) The product is: [C:1]([C:3]1[CH:11]=[C:10]2[C:6]([C:7]([C:12]3[N:13]([C:23]([O:25][C:26]([CH3:29])([CH3:28])[CH3:27])=[O:24])[C:14]4[C:19]([CH:20]=3)=[CH:18][C:17]([CH:21]=[O:22])=[CH:16][CH:15]=4)=[N:8][NH:9]2)=[CH:5][CH:4]=1)#[N:2]. Given the reactants [C:1]([C:3]1[CH:11]=[C:10]2[C:6]([C:7]([C:12]3[N:13]([C:23]([O:25][C:26]([CH3:29])([CH3:28])[CH3:27])=[O:24])[C:14]4[C:19]([CH:20]=3)=[CH:18][C:17]([CH2:21][OH:22])=[CH:16][CH:15]=4)=[N:8][NH:9]2)=[CH:5][CH:4]=1)#[N:2], predict the reaction product. (6) Given the reactants [OH:1][N:2]1[C:6](=[O:7])[C:5]2=[CH:8][CH:9]=[CH:10][CH:11]=[C:4]2[C:3]1=[O:12].[Br:13][CH2:14][CH2:15][CH2:16][CH2:17][CH2:18][CH2:19]Br.C(N(CC)CC)C, predict the reaction product. The product is: [Br:13][CH2:14][CH2:15][CH2:16][CH2:17][CH2:18][CH2:19][O:1][N:2]1[C:3](=[O:12])[CH:4]2[CH:5]([CH:8]=[CH:9][CH:10]=[CH:11]2)[C:6]1=[O:7]. (7) Given the reactants [Li+].[CH3:2]C([N-]C(C)C)C.[CH3:9][Si:10]([C:13]#[C:14][C:15]1[CH:20]=[CH:19][CH:18]=[CH:17][C:16]=1[CH2:21][C:22]([O:24][CH3:25])=[O:23])([CH3:12])[CH3:11].CI, predict the reaction product. The product is: [CH3:11][Si:10]([C:13]#[C:14][C:15]1[CH:20]=[CH:19][CH:18]=[CH:17][C:16]=1[CH:21]([CH3:2])[C:22]([O:24][CH3:25])=[O:23])([CH3:12])[CH3:9]. (8) Given the reactants [O:1]=[C:2]([NH:7][C:8]1[CH:13]=[CH:12][CH:11]=[C:10]([C:14]([F:17])([F:16])[F:15])[CH:9]=1)[CH2:3][C:4]([OH:6])=O, predict the reaction product. The product is: [OH:6][C:4]1[C:13]2[C:8](=[CH:9][C:10]([C:14]([F:17])([F:16])[F:15])=[CH:11][CH:12]=2)[NH:7][C:2](=[O:1])[CH:3]=1. (9) Given the reactants Cl[C:2]1[N:7]=[C:6]([NH:8][CH:9]2[CH2:14][CH2:13][CH2:12][CH2:11][CH2:10]2)[CH:5]=[N:4][CH:3]=1.Cl[C:16]1[CH:21]=[N:20]C=C(Cl)N=1.[CH:23]1([NH2:29])[CH2:28]CCCC1.C([N:33](CC)C(C)C)(C)C, predict the reaction product. The product is: [CH:9]1([NH:8][C:6]2[CH:5]=[N:4][CH:3]=[C:2]([NH:33][C:23]3[CH:28]=[C:21]([CH3:16])[NH:20][N:29]=3)[N:7]=2)[CH2:14][CH2:13][CH2:12][CH2:11][CH2:10]1.